The task is: Predict the reactants needed to synthesize the given product.. This data is from Full USPTO retrosynthesis dataset with 1.9M reactions from patents (1976-2016). (1) The reactants are: [OH:1][C:2]1[CH:3]=[C:4]([C@H:18]2[CH2:22][CH2:21][C@H:20]([C:23]3[CH:28]=[C:27]([O:29][CH3:30])[C:26]([O:31][CH3:32])=[C:25]([O:33][CH3:34])[CH:24]=3)[O:19]2)[CH:5]=[C:6]([S:12]([CH2:15][CH2:16][CH3:17])(=[O:14])=[O:13])[C:7]=1[O:8][CH2:9][CH2:10][CH3:11].C(=O)([O-])[O-].[K+].[K+].Br[CH2:42][CH2:43][CH2:44][N:45]1[C:49](=[O:50])[C:48]2=[CH:51][CH:52]=[CH:53][CH:54]=[C:47]2[C:46]1=[O:55]. Given the product [C:46]1(=[O:55])[N:45]([CH2:44][CH2:43][CH2:42][O:1][C:2]2[CH:3]=[C:4]([C@H:18]3[CH2:22][CH2:21][C@H:20]([C:23]4[CH:28]=[C:27]([O:29][CH3:30])[C:26]([O:31][CH3:32])=[C:25]([O:33][CH3:34])[CH:24]=4)[O:19]3)[CH:5]=[C:6]([S:12]([CH2:15][CH2:16][CH3:17])(=[O:14])=[O:13])[C:7]=2[O:8][CH2:9][CH2:10][CH3:11])[C:49](=[O:50])[C:48]2=[CH:51][CH:52]=[CH:53][CH:54]=[C:47]12, predict the reactants needed to synthesize it. (2) The reactants are: [C:1]([NH:4][C@@H:5]1[CH2:9][CH2:8][N:7]([CH2:10][C:11]2[C:32]([C:33]([F:36])([F:35])[F:34])=[CH:31][C:14]([C:15]([NH:17][CH2:18][C:19]3[CH:24]=[C:23]([Cl:25])[CH:22]=[CH:21][C:20]=3[S:26]([CH2:29][CH3:30])(=[O:28])=[O:27])=[O:16])=[C:13]([NH2:37])[C:12]=2[Cl:38])[CH2:6]1)(=[O:3])[CH3:2].ClC1C(C2OCCO2)=C(OC(F)(F)F)C=C2C=1N[C:47](=[O:50])N(CC1C=C(Cl)C=CC=1S(CC)(=O)=O)C2=O. Given the product [Cl:38][C:12]1[C:11]([CH2:10][N:7]2[CH2:8][CH2:9][C@@H:5]([NH:4][C:1](=[O:3])[CH3:2])[CH2:6]2)=[C:32]([C:33]([F:34])([F:36])[F:35])[CH:31]=[C:14]2[C:13]=1[NH:37][C:47](=[O:50])[N:17]([CH2:18][C:19]1[CH:24]=[C:23]([Cl:25])[CH:22]=[CH:21][C:20]=1[S:26]([CH2:29][CH3:30])(=[O:27])=[O:28])[C:15]2=[O:16], predict the reactants needed to synthesize it. (3) Given the product [CH3:2][O:3][C:4]([C@@H:6]1[CH2:15][C:14]2[C:9](=[CH:10][C:11]([OH:17])=[C:12]([OH:16])[CH:13]=2)[CH2:8][N:7]1[C:18]([O:20][C:21]([CH3:24])([CH3:23])[CH3:22])=[O:19])=[O:5], predict the reactants needed to synthesize it. The reactants are: Cl.[CH3:2][O:3][C:4]([C@@H:6]1[CH2:15][C:14]2[C:9](=[CH:10][C:11]([OH:17])=[C:12]([OH:16])[CH:13]=2)[CH2:8][NH:7]1)=[O:5].[C:18](O[C:18]([O:20][C:21]([CH3:24])([CH3:23])[CH3:22])=[O:19])([O:20][C:21]([CH3:24])([CH3:23])[CH3:22])=[O:19].C([O-])(O)=O.[Na+].CCOC(C)=O. (4) Given the product [Br-:11].[Br-:11].[CH2:1]=[CH:2][C:3]1[CH:8]=[CH:7][CH:6]=[CH:5][CH:4]=1.[CH2:1]1[O:12][CH:2]1[C:3]1[CH:8]=[CH:7][CH:6]=[CH:5][CH:4]=1.[CH:2](=[O:12])[C:3]1[CH:8]=[CH:7][CH:6]=[CH:5][CH:4]=1, predict the reactants needed to synthesize it. The reactants are: [CH2:1]=[CH:2][C:3]1[CH:8]=[CH:7][CH:6]=[CH:5][CH:4]=1.Cl.[Na+].[Br-:11].[OH2:12]. (5) Given the product [CH2:7]([C:6]1[S:5][C:4]([NH:11][C:12](=[O:29])[CH2:13][CH2:14][C:15]([C:17]2[CH:22]=[CH:21][C:20]([O:23][CH2:24][CH3:25])=[C:19]([O:26][CH2:27][CH3:28])[CH:18]=2)=[O:16])=[CH:3][C:2]=1[C:30]1[CH:35]=[CH:34][CH:33]=[CH:32][CH:31]=1)[CH2:8][CH2:9][CH3:10], predict the reactants needed to synthesize it. The reactants are: Br[C:2]1[CH:3]=[C:4]([NH:11][C:12](=[O:29])[CH2:13][CH2:14][C:15]([C:17]2[CH:22]=[CH:21][C:20]([O:23][CH2:24][CH3:25])=[C:19]([O:26][CH2:27][CH3:28])[CH:18]=2)=[O:16])[S:5][C:6]=1[CH2:7][CH2:8][CH2:9][CH3:10].[C:30]1(C)[CH:35]=[CH:34][CH:33]=[CH:32][CH:31]=1.C1(B(O)O)C=CC=CC=1.C(=O)([O-])[O-].[K+].[K+]. (6) Given the product [CH3:36][N:34]([CH3:35])[CH2:33][CH2:32][CH2:31][O:30][C:26]1[CH:25]=[C:24]([NH:23][C:19]2[N:18]=[C:17]([C:16]3[C:8]([C:4]4[CH:3]=[C:2]([NH:1][C:43](=[O:44])[CH2:42][C:38]5[S:37][CH:41]=[CH:40][CH:39]=5)[CH:7]=[CH:6][CH:5]=4)=[N:9][N:10]4[CH:15]=[CH:14][CH:13]=[CH:12][C:11]=34)[CH:22]=[CH:21][N:20]=2)[CH:29]=[CH:28][CH:27]=1, predict the reactants needed to synthesize it. The reactants are: [NH2:1][C:2]1[CH:3]=[C:4]([C:8]2[C:16]([C:17]3[CH:22]=[CH:21][N:20]=[C:19]([NH:23][C:24]4[CH:29]=[CH:28][CH:27]=[C:26]([O:30][CH2:31][CH2:32][CH2:33][N:34]([CH3:36])[CH3:35])[CH:25]=4)[N:18]=3)=[C:11]3[CH:12]=[CH:13][CH:14]=[CH:15][N:10]3[N:9]=2)[CH:5]=[CH:6][CH:7]=1.[S:37]1[CH:41]=[CH:40][CH:39]=[C:38]1[CH2:42][C:43](Cl)=[O:44]. (7) Given the product [C:37]([O:45][C:46]1([CH2:27][C:28]2[CH:33]=[CH:32][C:31]([O:34][CH3:35])=[CH:30][C:29]=2[OH:36])[C:54]2[C:49](=[CH:50][CH:51]=[C:52]([Cl:55])[CH:53]=2)[N:48]([CH2:56][CH2:57][CH2:58][N:59]2[CH2:64][CH2:63][O:62][CH2:61][CH2:60]2)[C:47]1=[O:65])(=[O:44])[C:38]1[CH:43]=[CH:42][CH:41]=[CH:40][CH:39]=1, predict the reactants needed to synthesize it. The reactants are: C(OC1([CH2:27][C:28]2[CH:33]=[CH:32][C:31]([O:34][CH3:35])=[CH:30][C:29]=2[OH:36])C2C(=CC=C(C)C=2)N(CCCC(C)C)C1=O)(=O)C1C=CC=CC=1.[C:37]([O:45][CH:46]1[C:54]2[C:49](=[CH:50][CH:51]=[C:52]([Cl:55])[CH:53]=2)[N:48]([CH2:56][CH2:57][CH2:58][N:59]2[CH2:64][CH2:63][O:62][CH2:61][CH2:60]2)[C:47]1=[O:65])(=[O:44])[C:38]1[CH:43]=[CH:42][CH:41]=[CH:40][CH:39]=1. (8) Given the product [CH2:21]([CH:28]([CH2:32][C:31]([NH:1][C:2]1[CH:3]=[C:4]([CH2:5][C:6]2[C:15]3[C:10](=[CH:11][CH:12]=[CH:13][CH:14]=3)[C:9](=[O:16])[NH:8][N:7]=2)[CH:17]=[CH:18][C:19]=1[F:20])=[O:33])[C:29]([OH:34])=[O:30])[C:22]1[CH:27]=[CH:26][CH:25]=[CH:24][CH:23]=1, predict the reactants needed to synthesize it. The reactants are: [NH2:1][C:2]1[CH:3]=[C:4]([CH:17]=[CH:18][C:19]=1[F:20])[CH2:5][C:6]1[C:15]2[C:10](=[CH:11][CH:12]=[CH:13][CH:14]=2)[C:9](=[O:16])[NH:8][N:7]=1.[CH2:21]([CH:28]1[CH2:32][C:31](=[O:33])[O:30][C:29]1=[O:34])[C:22]1[CH:27]=[CH:26][CH:25]=[CH:24][CH:23]=1. (9) Given the product [C:26]1([CH3:30])[CH:27]=[CH:28][CH:29]=[C:24]([CH2:23][CH2:22][O:21][C:19]2[C:15]3[O:16][CH2:17][O:18][C:14]=3[CH:13]=[C:12]([C:10]([OH:11])=[O:9])[CH:20]=2)[CH:25]=1, predict the reactants needed to synthesize it. The reactants are: C1(C)C=CC=C(CC[O:9][C:10]([C:12]2[CH:20]=[C:19]([O:21][CH2:22][CH2:23][C:24]3[CH:25]=[C:26]([CH3:30])[CH:27]=[CH:28][CH:29]=3)[C:15]3[O:16][CH2:17][O:18][C:14]=3[CH:13]=2)=[O:11])C=1.[OH-].[Na+].C1COCC1.O. (10) Given the product [CH2:29]([O:31][C:32](=[O:35])[CH2:33][O:8][C:5]1[CH:6]=[CH:7][C:2]([Cl:1])=[C:3]([CH:9]([CH3:28])[C:10]([OH:15])([C:16]2[CH:17]=[CH:18][C:19]3[O:24][CH2:23][C:22](=[O:25])[N:21]([CH3:26])[C:20]=3[CH:27]=2)[C:11]([F:12])([F:13])[F:14])[CH:4]=1)[CH3:30], predict the reactants needed to synthesize it. The reactants are: [Cl:1][C:2]1[CH:7]=[CH:6][C:5]([OH:8])=[CH:4][C:3]=1[CH:9]([CH3:28])[C:10]([C:16]1[CH:17]=[CH:18][C:19]2[O:24][CH2:23][C:22](=[O:25])[N:21]([CH3:26])[C:20]=2[CH:27]=1)([OH:15])[C:11]([F:14])([F:13])[F:12].[CH2:29]([O:31][C:32](=[O:35])[CH2:33]Br)[CH3:30].C(=O)([O-])[O-].[Cs+].[Cs+].